This data is from NCI-60 drug combinations with 297,098 pairs across 59 cell lines. The task is: Regression. Given two drug SMILES strings and cell line genomic features, predict the synergy score measuring deviation from expected non-interaction effect. (1) Drug 1: C1C(C(OC1N2C=NC3=C(N=C(N=C32)Cl)N)CO)O. Drug 2: CC12CCC3C(C1CCC2OP(=O)(O)O)CCC4=C3C=CC(=C4)OC(=O)N(CCCl)CCCl.[Na+]. Cell line: SK-MEL-28. Synergy scores: CSS=28.6, Synergy_ZIP=-5.63, Synergy_Bliss=-4.21, Synergy_Loewe=-22.2, Synergy_HSA=-2.50. (2) Drug 1: C1=CC(=CC=C1C#N)C(C2=CC=C(C=C2)C#N)N3C=NC=N3. Drug 2: CC1C(C(CC(O1)OC2CC(OC(C2O)C)OC3=CC4=CC5=C(C(=O)C(C(C5)C(C(=O)C(C(C)O)O)OC)OC6CC(C(C(O6)C)O)OC7CC(C(C(O7)C)O)OC8CC(C(C(O8)C)O)(C)O)C(=C4C(=C3C)O)O)O)O. Cell line: MDA-MB-231. Synergy scores: CSS=54.2, Synergy_ZIP=-0.690, Synergy_Bliss=-1.33, Synergy_Loewe=-6.25, Synergy_HSA=-1.34.